From a dataset of Full USPTO retrosynthesis dataset with 1.9M reactions from patents (1976-2016). Predict the reactants needed to synthesize the given product. (1) Given the product [CH2:1]([O:3][C:4]([C:6]1([C@H:9]2[CH2:13][N:12]([C@H:14]([C:16]3[CH:17]=[CH:18][CH:19]=[CH:20][CH:21]=3)[CH3:15])[CH2:11][C@H:10]2[F:23])[CH2:7][CH2:8]1)=[O:5])[CH3:2], predict the reactants needed to synthesize it. The reactants are: [CH2:1]([O:3][C:4]([C:6]1([C@H:9]2[CH2:13][N:12]([C@H:14]([C:16]3[CH:21]=[CH:20][CH:19]=[CH:18][CH:17]=3)[CH3:15])[C:11](=S)[C@H:10]2[F:23])[CH2:8][CH2:7]1)=[O:5])[CH3:2]. (2) Given the product [CH3:23][CH:24]1[CH:29]([CH3:30])[CH2:28][CH2:27][CH2:26][CH:25]1[NH:31][C:7]1[C:12]([CH3:13])=[C:11]([CH3:14])[N:10]=[C:9]([NH:15][CH2:16][C:17]2[CH:22]=[CH:21][CH:20]=[CH:19][N:18]=2)[N:8]=1, predict the reactants needed to synthesize it. The reactants are: C1(N[C:7]2[C:12]([CH3:13])=[C:11]([CH3:14])[N:10]=[C:9]([NH:15][CH2:16][C:17]3[CH:22]=[CH:21][CH:20]=[CH:19][N:18]=3)[N:8]=2)CCCC1.[CH3:23][CH:24]1[CH:29]([CH3:30])[CH2:28][CH2:27][CH2:26][CH:25]1[NH2:31]. (3) Given the product [NH2:2][C:3]1[C:8](=[O:9])[NH:7][C:6](/[C:11](/[C:19]2[CH:20]=[CH:21][C:22]([C:25]([CH3:27])([CH3:26])[CH3:28])=[CH:23][CH:24]=2)=[CH:12]/[C@H:13]2[CH2:14][CH2:15][C:16](=[O:18])[NH:17]2)=[CH:5][CH:4]=1, predict the reactants needed to synthesize it. The reactants are: Br.[NH2:2][C:3]1[CH:4]=[CH:5][C:6](/[C:11](/[C:19]2[CH:24]=[CH:23][C:22]([C:25]([CH3:28])([CH3:27])[CH3:26])=[CH:21][CH:20]=2)=[CH:12]/[C@@H:13]2[NH:17][C:16](=[O:18])[CH2:15][CH2:14]2)=[N:7][C:8]=1[O:9]C.O. (4) Given the product [CH3:19][C:18]1[O:17][C:16]([C:20]2[CH:25]=[CH:24][C:23]([CH3:26])=[CH:22][CH:21]=2)=[N:15][C:14]=1[CH2:13][C:9]1[CH:8]=[C:7]([CH:12]=[CH:11][CH:10]=1)[CH:3]=[O:4], predict the reactants needed to synthesize it. The reactants are: CN(C)[CH:3]=[O:4].Br[C:7]1[CH:12]=[CH:11][CH:10]=[C:9]([CH2:13][C:14]2[N:15]=[C:16]([C:20]3[CH:25]=[CH:24][C:23]([CH3:26])=[CH:22][CH:21]=3)[O:17][C:18]=2[CH3:19])[CH:8]=1.C([O-])=O.[Na+].